This data is from Full USPTO retrosynthesis dataset with 1.9M reactions from patents (1976-2016). The task is: Predict the reactants needed to synthesize the given product. (1) Given the product [CH3:9][O:10][C:11]1[CH:12]=[C:13]([NH:14][C:6]([C:2]2[S:1][CH:5]=[CH:4][CH:3]=2)=[O:7])[CH:15]=[CH:16][CH:17]=1, predict the reactants needed to synthesize it. The reactants are: [S:1]1[CH:5]=[CH:4][CH:3]=[C:2]1[C:6](Cl)=[O:7].[CH3:9][O:10][C:11]1[CH:12]=[C:13]([CH:15]=[CH:16][CH:17]=1)[NH2:14].CCN(C(C)C)C(C)C. (2) Given the product [Br:1][C:59]1[C:58]([O:57][CH2:55][CH3:56])=[CH:63][C:62]([OH:64])=[C:61]([CH2:65][CH3:66])[CH:60]=1, predict the reactants needed to synthesize it. The reactants are: [Br-:1].[Br-].[Br-].C([N+](CCCC)(CCCC)CCCC)CCC.C([N+](CCCC)(CCCC)CCCC)CCC.C([N+](CCCC)(CCCC)CCCC)CCC.[CH2:55]([O:57][C:58]1[CH:59]=[CH:60][C:61]([CH2:65][CH3:66])=[C:62]([OH:64])[CH:63]=1)[CH3:56]. (3) Given the product [CH3:32][O:31][C:29]([C:28]([NH:1][C:2]1[CH:7]=[CH:6][C:5]([S:8]([CH:11]2[CH2:12][CH2:13][CH:14]([C:17]([O:19][CH3:20])=[O:18])[CH2:15][CH2:16]2)(=[O:10])=[O:9])=[CH:4][CH:3]=1)=[O:33])=[O:30], predict the reactants needed to synthesize it. The reactants are: [NH2:1][C:2]1[CH:7]=[CH:6][C:5]([S:8]([CH:11]2[CH2:16][CH2:15][CH:14]([C:17]([O:19][CH3:20])=[O:18])[CH2:13][CH2:12]2)(=[O:10])=[O:9])=[CH:4][CH:3]=1.N1C=CC=CC=1.Cl[C:28](=[O:33])[C:29]([O:31][CH3:32])=[O:30]. (4) Given the product [F:13][C:9]1[C:8]([F:14])=[C:7]2[C:12]([C:3]([CH2:2][N:25]3[C:26]4[CH:32]=[CH:31][CH:30]=[CH:29][C:27]=4[N:28]=[C:24]3[C:19]3[CH:20]=[CH:21][CH:22]=[CH:23][C:18]=3[C:17]([F:16])([F:34])[F:33])=[CH:4][C:5](=[O:15])[NH:6]2)=[CH:11][CH:10]=1, predict the reactants needed to synthesize it. The reactants are: Br[CH2:2][C:3]1[C:12]2[C:7](=[C:8]([F:14])[C:9]([F:13])=[CH:10][CH:11]=2)[NH:6][C:5](=[O:15])[CH:4]=1.[F:16][C:17]([F:34])([F:33])[C:18]1[CH:23]=[CH:22][CH:21]=[CH:20][C:19]=1[C:24]1[NH:28][C:27]2[CH:29]=[CH:30][CH:31]=[CH:32][C:26]=2[N:25]=1. (5) The reactants are: [CH3:1][NH:2][CH2:3][C:4]([NH:6][CH2:7][CH2:8][NH:9][C:10](=[O:32])[CH2:11][CH2:12]/[CH:13]=[CH:14]\[CH2:15]/[CH:16]=[CH:17]\[CH2:18]/[CH:19]=[CH:20]\[CH2:21]/[CH:22]=[CH:23]\[CH2:24]/[CH:25]=[CH:26]\[CH2:27]/[CH:28]=[CH:29]\[CH2:30][CH3:31])=[O:5].C(OC([NH:40][C:41](=NC(=O)OC(C)(C)C)[N:42]1C=CC=N1)=O)(C)(C)C.CCN(C(C)C)C(C)C. Given the product [CH3:1][N:2]([CH2:3][C:4]([NH:6][CH2:7][CH2:8][NH:9][C:10](=[O:32])[CH2:11][CH2:12]/[CH:13]=[CH:14]\[CH2:15]/[CH:16]=[CH:17]\[CH2:18]/[CH:19]=[CH:20]\[CH2:21]/[CH:22]=[CH:23]\[CH2:24]/[CH:25]=[CH:26]\[CH2:27]/[CH:28]=[CH:29]\[CH2:30][CH3:31])=[O:5])[C:41]([NH2:42])=[NH:40], predict the reactants needed to synthesize it. (6) Given the product [CH3:1][O:2][C:3]1[CH:4]=[CH:5][C:6]([CH2:7][CH:8]2[C:13]([CH3:15])([CH3:14])[C:12](=[O:16])[C:11](=[CH:31][C:26]3[CH:27]=[CH:28][CH:29]=[CH:30][N:25]=3)[CH2:10][NH:9]2)=[CH:17][CH:18]=1, predict the reactants needed to synthesize it. The reactants are: [CH3:1][O:2][C:3]1[CH:18]=[CH:17][C:6]([CH2:7][CH:8]2[C:13]([CH3:15])([CH3:14])[C:12](=[O:16])[CH2:11][CH2:10][NH:9]2)=[CH:5][CH:4]=1.CC(C)([O-])C.[K+].[N:25]1[CH:30]=[CH:29][CH:28]=[CH:27][C:26]=1[CH:31]=O.Cl. (7) The reactants are: [CH3:1][O:2][C:3]1[CH:4]=[C:5]([C:11]2[C:12]3[O:21][C:20]([CH2:22][N:23]4[CH2:29][CH2:28][CH2:27][N:26](C(OC(C)(C)C)=O)[CH2:25][CH2:24]4)=[CH:19][C:13]=3[C:14](=[O:18])[N:15]([CH3:17])[CH:16]=2)[CH:6]=[CH:7][C:8]=1[O:9][CH3:10].Cl.C(OCC)C. Given the product [N:23]1([CH2:22][C:20]2[O:21][C:12]3[C:11]([C:5]4[CH:6]=[CH:7][C:8]([O:9][CH3:10])=[C:3]([O:2][CH3:1])[CH:4]=4)=[CH:16][N:15]([CH3:17])[C:14](=[O:18])[C:13]=3[CH:19]=2)[CH2:29][CH2:28][CH2:27][NH:26][CH2:25][CH2:24]1, predict the reactants needed to synthesize it. (8) The reactants are: [C:1]([C:5]1[O:9][N:8]=[C:7]([NH:10][C:11]([C:13]([S:16][C:17](=O)[CH3:18])([CH3:15])[CH3:14])=[O:12])[CH:6]=1)([CH3:4])([CH3:3])[CH3:2].BrC[CH:22]1[CH2:27][CH2:26][CH2:25]C[O:23]1.C[O-].[Na+]. Given the product [C:1]([C:5]1[O:9][N:8]=[C:7]([NH:10][C:11](=[O:12])[C:13]([CH3:15])([S:16][CH2:17][CH:18]2[CH2:25][CH2:26][CH2:27][CH2:22][O:23]2)[CH3:14])[CH:6]=1)([CH3:4])([CH3:3])[CH3:2], predict the reactants needed to synthesize it.